Dataset: Catalyst prediction with 721,799 reactions and 888 catalyst types from USPTO. Task: Predict which catalyst facilitates the given reaction. (1) Reactant: [Na].[C:2]([O:10]CC)(=O)[CH2:3][C:4]([O:6]CC)=O.[CH2:13]([NH:16][C:17]([NH2:19])=[O:18])[CH2:14][CH3:15].Cl. Product: [CH2:13]([N:16]1[C:2](=[O:10])[CH2:3][C:4](=[O:6])[NH:19][C:17]1=[O:18])[CH2:14][CH3:15]. The catalyst class is: 97. (2) Reactant: [Cl:1][C:2]1[C:3]([NH:15][CH:16]2[CH2:26][CH2:25][C:19]3([CH2:24][CH2:23][NH:22][CH2:21][CH2:20]3)[CH2:18][CH2:17]2)=[N:4][C:5]([NH:8][C:9]2[CH:10]=[N:11][N:12]([CH3:14])[CH:13]=2)=[N:6][CH:7]=1.Cl[C:28]1[N:33]=[CH:32][C:31]([C:34]#[N:35])=[CH:30][CH:29]=1.CCN(CC)CC. Product: [Cl:1][C:2]1[C:3]([NH:15][CH:16]2[CH2:26][CH2:25][C:19]3([CH2:24][CH2:23][N:22]([C:28]4[CH:29]=[CH:30][C:31]([C:34]#[N:35])=[CH:32][N:33]=4)[CH2:21][CH2:20]3)[CH2:18][CH2:17]2)=[N:4][C:5]([NH:8][C:9]2[CH:10]=[N:11][N:12]([CH3:14])[CH:13]=2)=[N:6][CH:7]=1. The catalyst class is: 61. (3) Reactant: [NH2:1][C:2]1[C:3]([C:22]#[N:23])=[C:4]([CH:19]=[CH:20][CH:21]=1)[O:5][CH2:6][C:7]([NH:10][C:11](=[O:18])[C:12]1[CH:17]=[CH:16][N:15]=[CH:14][CH:13]=1)([CH3:9])[CH3:8].[S:24](Cl)(=[O:27])(=[O:26])[NH2:25].C([O-])(O)=O.[Na+]. Product: [C:22]([C:3]1[C:2]([NH:1][S:24](=[O:27])(=[O:26])[NH2:25])=[CH:21][CH:20]=[CH:19][C:4]=1[O:5][CH2:6][C:7]([NH:10][C:11](=[O:18])[C:12]1[CH:13]=[CH:14][N:15]=[CH:16][CH:17]=1)([CH3:9])[CH3:8])#[N:23]. The catalyst class is: 44. (4) The catalyst class is: 1. Reactant: [F:1][C:2]1([F:42])[CH2:5][CH:4]([C:6]2[O:10][N:9]=[C:8]([C:11]3[CH:12]=[CH:13][C:14]([CH3:41])=[C:15]([NH:17][C:18]([C:20]4[N:24]5[CH:25]=[C:26]([CH2:29][O:30][Si](C(C)C)(C(C)C)C(C)C)[CH:27]=[CH:28][C:23]5=[N:22][CH:21]=4)=[O:19])[CH:16]=3)[N:7]=2)[CH2:3]1.CCCC[N+](CCCC)(CCCC)CCCC.[F-]. Product: [F:42][C:2]1([F:1])[CH2:5][CH:4]([C:6]2[O:10][N:9]=[C:8]([C:11]3[CH:12]=[CH:13][C:14]([CH3:41])=[C:15]([NH:17][C:18]([C:20]4[N:24]5[CH:25]=[C:26]([CH2:29][OH:30])[CH:27]=[CH:28][C:23]5=[N:22][CH:21]=4)=[O:19])[CH:16]=3)[N:7]=2)[CH2:3]1. (5) Reactant: C([N:4]1[C:12]2[C:7](=[CH:8][C:9]([CH2:15][CH:16]([N:18]=[N+:19]=[N-:20])[CH3:17])=[CH:10][C:11]=2[C:13]#[N:14])[CH2:6][CH2:5]1)(=O)C.[OH-].[Na+]. Product: [N:18]([CH:16]([CH3:17])[CH2:15][C:9]1[CH:8]=[C:7]2[C:12](=[C:11]([C:13]#[N:14])[CH:10]=1)[NH:4][CH2:5][CH2:6]2)=[N+:19]=[N-:20]. The catalyst class is: 8. (6) The catalyst class is: 3. Product: [C:1]([O:5][C:6]([NH:8][C:9]1[CH:18]=[CH:17][C:16]([O:19][C:21]2[CH:26]=[CH:25][C:24]([N+:27]([O-:29])=[O:28])=[CH:23][CH:22]=2)=[CH:15][C:10]=1[C:11]([O:13][CH3:14])=[O:12])=[O:7])([CH3:4])([CH3:2])[CH3:3]. Reactant: [C:1]([O:5][C:6]([NH:8][C:9]1[CH:18]=[CH:17][C:16]([OH:19])=[CH:15][C:10]=1[C:11]([O:13][CH3:14])=[O:12])=[O:7])([CH3:4])([CH3:3])[CH3:2].F[C:21]1[CH:26]=[CH:25][C:24]([N+:27]([O-:29])=[O:28])=[CH:23][CH:22]=1.C([O-])([O-])=O.[K+].[K+].C1OCCOCCOCCOCCOCCOC1. (7) Reactant: [CH2:1]([NH:3][C:4]([C:6]1[CH:11]=[CH:10][C:9]([N:12]2[CH:16]=[C:15]([C:17]([O:19]CC)=O)[N:14]=[N:13]2)=[C:8]([OH:22])[CH:7]=1)=[O:5])[CH3:2].[CH:23]1([NH2:26])[CH2:25][CH2:24]1.C1C=CC2N(O)N=NC=2C=1.CCN=C=NCCCN(C)C.Cl. Product: [CH:23]1([NH:26][C:17]([C:15]2[N:14]=[N:13][N:12]([C:9]3[CH:10]=[CH:11][C:6]([C:4]([NH:3][CH2:1][CH3:2])=[O:5])=[CH:7][C:8]=3[OH:22])[CH:16]=2)=[O:19])[CH2:25][CH2:24]1. The catalyst class is: 851. (8) Reactant: [C:1]([N:8]1[CH2:13][CH2:12][N:11]([C:14]2[CH:19]=[CH:18][CH:17]=[C:16]([C:20]([O:22]CC)=[O:21])[CH:15]=2)[CH2:10][CH2:9]1)([O:3][C:4]([CH3:7])([CH3:6])[CH3:5])=[O:2].[OH-].[Na+].Cl. Product: [C:4]([O:3][C:1]([N:8]1[CH2:9][CH2:10][N:11]([C:14]2[CH:15]=[C:16]([CH:17]=[CH:18][CH:19]=2)[C:20]([OH:22])=[O:21])[CH2:12][CH2:13]1)=[O:2])([CH3:7])([CH3:5])[CH3:6]. The catalyst class is: 14. (9) Product: [C:8]([C:5]1[CH:6]=[CH:7][C:2]([C:22]#[N:23])=[C:3]([Br:11])[CH:4]=1)(=[O:10])[CH3:9]. Reactant: N[C:2]1[CH:7]=[CH:6][C:5]([C:8](=[O:10])[CH3:9])=[CH:4][C:3]=1[Br:11].S(=O)(=O)(O)O.N([O-])=O.[Na+].[Cu][C:22]#[N:23].[C-]#N.[K+]. The catalyst class is: 86.